This data is from Full USPTO retrosynthesis dataset with 1.9M reactions from patents (1976-2016). The task is: Predict the reactants needed to synthesize the given product. (1) Given the product [C:20]([C:17]1[CH:18]=[CH:19][C:14]2[N:13]=[C:12]([C@H:8]([NH:9][C:10]([NH:45][CH:44]3[CH:42]4[CH2:43][CH2:38][N:37]([CH2:40][CH2:41]4)[CH2:36]3)=[O:22])[CH2:7][C:6]3[CH:5]=[CH:4][C:3]([O:2][CH3:1])=[CH:24][CH:23]=3)[NH:11][C:15]=2[CH:16]=1)#[N:21], predict the reactants needed to synthesize it. The reactants are: [CH3:1][O:2][C:3]1[CH:24]=[CH:23][C:6]([CH2:7][C@@H:8]2[C:12]3=[N:13][C:14]4[CH:19]=[CH:18][C:17]([C:20]#[N:21])=[CH:16][C:15]=4[N:11]3[C:10](=[O:22])[NH:9]2)=[CH:5][CH:4]=1.COC1C=CC(C[C@@H]2[C:36]3=[N:37][C:38]4[CH:43]=[C:42]([C:44]#[N:45])[CH:41]=[CH:40]C=4N3C(=O)N2)=CC=1.Cl.Cl.N12CCC(CC1)C(N)C2.C(O)(C(F)(F)F)=O. (2) Given the product [CH2:4]([N:3]([CH2:1][CH3:2])[CH2:6][CH2:7][O:8][C:9]1[CH:14]=[CH:13][C:12]([O:15][CH3:16])=[C:11]([NH2:17])[CH:10]=1)[CH3:5], predict the reactants needed to synthesize it. The reactants are: [CH2:1]([N:3]([CH2:6][CH2:7][O:8][C:9]1[CH:14]=[CH:13][C:12]([O:15][CH3:16])=[C:11]([N+:17]([O-])=O)[CH:10]=1)[CH2:4][CH3:5])[CH3:2]. (3) Given the product [CH2:22]([O:29][C:30]1[CH:38]=[CH:37][C:33]([C:34]2[NH:8][C:7]3=[N:6][CH:5]=[C:4]([CH:9]4[CH2:10][CH2:11][N:12]([C:15](=[O:17])[CH3:39])[CH2:13][CH2:14]4)[CH:3]=[C:2]3[N:1]=2)=[CH:32][CH:31]=1)[C:23]1[CH:28]=[CH:27][CH:26]=[CH:25][CH:24]=1, predict the reactants needed to synthesize it. The reactants are: [NH2:1][C:2]1[CH:3]=[C:4]([CH:9]2[CH2:14][CH2:13][N:12]([C:15]([O:17]C(C)(C)C)=O)[CH2:11][CH2:10]2)[CH:5]=[N:6][C:7]=1[NH2:8].[CH2:22]([O:29][C:30]1[CH:38]=[CH:37][C:33]([C:34](O)=O)=[CH:32][CH:31]=1)[C:23]1[CH:28]=[CH:27][CH:26]=[CH:25][CH:24]=1.[CH3:39]CN(C(C)C)C(C)C.CN(C(ON1N=NC2C=CC=NC1=2)=[N+](C)C)C.F[P-](F)(F)(F)(F)F.